From a dataset of Reaction yield outcomes from USPTO patents with 853,638 reactions. Predict the reaction yield, written as a fraction of the theoretical maximum amount of product (1.0 means a 100% yield; for example, 0.34 means a 34% yield). The reactants are [C:1]([N:5]1[CH:9]=[C:8]([CH2:10][OH:11])/[C:7](=[N:12]/[C:13](=[O:23])[C:14]2[CH:19]=[C:18]([Cl:20])[CH:17]=[CH:16][C:15]=2[O:21][CH3:22])/[S:6]1)([CH3:4])([CH3:3])[CH3:2].[H-].[Na+].CS(O[CH:31]([CH3:33])[CH3:32])(=O)=O. The catalyst is O1CCOCC1. The product is [C:1]([N:5]1[CH:9]=[C:8]([CH2:10][O:11][CH:31]([CH3:33])[CH3:32])/[C:7](=[N:12]/[C:13](=[O:23])[C:14]2[CH:19]=[C:18]([Cl:20])[CH:17]=[CH:16][C:15]=2[O:21][CH3:22])/[S:6]1)([CH3:4])([CH3:3])[CH3:2]. The yield is 0.0900.